From a dataset of Experimentally validated miRNA-target interactions with 360,000+ pairs, plus equal number of negative samples. Binary Classification. Given a miRNA mature sequence and a target amino acid sequence, predict their likelihood of interaction. (1) The miRNA is hsa-miR-6772-5p with sequence UGGGUGUAGGCUGGAGCUGAGG. The protein sequence of the target gene is MRGAGPSPRHSPRALRPDPGPAMSFFRRKVKGKEQEKTLDVKSTKASVAVHSPQKSTKNHALLEAAGPSHVAINAISANMDSFSSSRTATLKKQPSHMEAAHFGDLGRSCLDYQTQETKSSLSKTLEQVLRDTVVLPYFLQFMELRRMEHLVKFWLEAESFHSTTWSRIRAHSLNTVKQSSLAEPVSPSKRHETPASSVTEALDRRLGDSSSAPLLVTQSEGTDLSSRTQNPQNHLLLSQEGHSARSLHREVARTGSHQIPTDSQDSSSRLAVGSRNSCSSPLRELSEKLMKSIEQDAVN.... Result: 0 (no interaction). (2) The miRNA is mmu-miR-181a-5p with sequence AACAUUCAACGCUGUCGGUGAGU. The protein sequence of the target gene is MCCSERLLGLPQPVEMEAPDEAEGLPSKQKEMPPPPPPSPPSEPAQKLPPQGAGSHSLTVRSSLCLFAASQFLLACGVLWLSGHGHSWLQNTTDLISSSLTVLNHLGPVAWLGSGTWGIPSLLLVSLTVSLVIVTTLVWHLLKAPPEPPAPLPPEDRRQSVSRQPSFTYSEWMEEKVEDDFLDLDAVPETPVFDCVMDIKPETDPASLTVKSMGLQERRGSNVSLTLDMCTPGCNEEGFGYLVSPREESAHEYLLSASRVLRAEELHEKALDPFLLQAEFFEIPMNFVDPKEYDIPGLVR.... Result: 1 (interaction). (3) The miRNA is mmu-miR-466j with sequence UGUGUGCAUGUGCAUGUGUGUAA. The protein sequence of the target gene is MRGVGWQMLSLSLGLVLAILNKVAPQACPAQCSCSGSTVDCHGLALRSVPRNIPRNTERLDLNGNNITRITKTDFAGLRHLRVLQLMENKISTIERGAFQDLKELERLRLNRNHLQLFPELLFLGTAKLYRLDLSENQIQAIPRKAFRGAVDIKNLQLDYNQISCIEDGAFRALRDLEVLTLNNNNITRLSVASFNHMPKLRTFRLHSNNLYCDCHLAWLSDWLRQRPRVGLYTQCMGPSHLRGHNVAEVQKREFVCSGHQSFMAPSCSVLHCPAACTCSNNIVDCRGKGLTEIPTNLPE.... Result: 0 (no interaction). (4) The miRNA is hsa-miR-487a-5p with sequence GUGGUUAUCCCUGCUGUGUUCG. The protein sequence of the target gene is MRRFVYCKVVLATSLMWVLVDVFLLLYFSECNKCDDKKERSLLPALRAVISRNQEGPGEMGKAVLIPKDDQEKMKELFKINQFNLMASDLIALNRSLPDVRLEGCKTKVYPDELPNTSVVIVFHNEAWSTLLRTVYSVINRSPHYLLSEVILVDDASERDFLKLTLENYVKNLEVPVKIIRMEERSGLIRARLRGAAASKGQVITFLDAHCECTLGWLEPLLARIKEDRKTVVCPIIDVISDDTFEYMAGSDMTYGGFNWKLNFRWYPVPQREMDRRKGDRTLPVRTPTMAGGLFSIDRN.... Result: 0 (no interaction). (5) The miRNA is hsa-miR-6793-3p with sequence UCCCCAACCCCUGCCCGCAG. The protein sequence of the target gene is MDEENMTKSEEQQPLSLQKALQQCELVQNMIDLSISNLEGLRTKCATSNDLTQKEIRTLESKLVKYFSRQLSCKKKVALQERNAELDGFPQLRHWFRIVDVRKEVLEEISPGQLSLEDLLEMTDEQVCETVEKYGANREECARLNASLSCLRNVHMSGGNLSKQDWTIQWPTTETGKENNPVCPPEPTPWIRTHLSQSPRVPSKCVQHYCHTSPTPGAPVYTHVDRLTVDAYPGLCPPPPLESGHRSLPPSPRQRHAVRTPPRTPNIVTTVTPPGTPPMRKKNKLKPPGTPPPSSRKLIH.... Result: 1 (interaction). (6) The miRNA is mmu-miR-1958 with sequence UAGGAAAGUGGAAGCAGUAAGU. The protein sequence of the target gene is MVPVLLILVGALATLQADLLNHKKFLLLPPVNFTIKATGLAQVLLHWDPNPDQEQRHVDLEYHVKINAPQEDEYDTRKTESKCVTPLHEGFAASVRTILKSSHTTLASSWVSAELKAPPGSPGTSVTNLTCTTHTVVSSHTHLRPYQVSLRCTWLVGKDAPEDTQYFLYYRFGVLTEKCQEYSRDALNRNTACWFPRTFINSKGFEQLAVHINGSSKRAAIKPFDQLFSPLAIDQVNPPRNVTVEIESNSLYIQWEKPLSAFPDHCFNYELKIYNTKNGHIQKEKLIANKFISKIDDVST.... Result: 1 (interaction). (7) The miRNA is hsa-miR-3124-5p with sequence UUCGCGGGCGAAGGCAAAGUC. The protein sequence of the target gene is MAGSSTGGGGVGETKVIYHLDEEETPYLVKIPVPAERITLGDFKSVLQRPAGAKYFFKSMDQDFGVVKEEISDDNARLPCFNGRVVSWLVSSDNPQPEMAPPVHEPRAELAPPAPPLPPLPPERTSGIGDSRPPSFHPNVSSSHENLEPETETESVVSLRRERPRRRDSSEHGAGGHRTGGPSRLERHLAGYESSSTLMTSELESTSLGDSDEEDTMSRFSSSTEQSSASRLLKRHRRRRKQRPPRLERTSSFSSVTDSTMSLNIITVTLNMEKYNFLGISIVGQSNERGDGGIYIGSIM.... Result: 0 (no interaction).